This data is from Full USPTO retrosynthesis dataset with 1.9M reactions from patents (1976-2016). The task is: Predict the reactants needed to synthesize the given product. Given the product [CH3:9][S:8][C:3]1[CH:4]=[CH:5][CH:6]=[CH:7][C:2]=1[C:16]1[CH:17]=[CH:18][C:13]([C:10]([OH:12])=[O:11])=[CH:14][CH:15]=1, predict the reactants needed to synthesize it. The reactants are: Br[C:2]1[CH:7]=[CH:6][CH:5]=[CH:4][C:3]=1[S:8][CH3:9].[C:10]([C:13]1[CH:18]=[CH:17][C:16](B(O)O)=[CH:15][CH:14]=1)([OH:12])=[O:11].C(=O)([O-])[O-].[K+].[K+].